Dataset: Reaction yield outcomes from USPTO patents with 853,638 reactions. Task: Predict the reaction yield, written as a fraction of the theoretical maximum amount of product (1.0 means a 100% yield; for example, 0.34 means a 34% yield). (1) The reactants are [CH3:1][C:2]1[O:6][N:5]=[C:4]([C:7]2[CH:12]=[CH:11][CH:10]=[CH:9][CH:8]=2)[C:3]=1[C:13]1[N:14]=[C:15]2[CH:20]=[C:19]([C:21]([OH:23])=O)[CH:18]=[CH:17][N:16]2[CH:24]=1.[NH2:25][CH2:26][CH2:27][CH2:28][N:29]1[CH2:34][CH2:33][O:32][CH2:31][CH2:30]1. No catalyst specified. The yield is 0.760. The product is [N:29]1([CH2:28][CH2:27][CH2:26][NH:25][C:21]([C:19]2[CH:18]=[CH:17][N:16]3[CH:24]=[C:13]([C:3]4[C:4]([C:7]5[CH:8]=[CH:9][CH:10]=[CH:11][CH:12]=5)=[N:5][O:6][C:2]=4[CH3:1])[N:14]=[C:15]3[CH:20]=2)=[O:23])[CH2:34][CH2:33][O:32][CH2:31][CH2:30]1. (2) The reactants are [F:1][C:2]([F:14])([F:13])[O:3][C:4]1[CH:9]=[CH:8][C:7]([CH:10]([NH2:12])[CH3:11])=[CH:6][CH:5]=1.C[O:16][C:17](=O)[C:18]1[C:23]([I:24])=[CH:22][C:21]([F:25])=[CH:20][C:19]=1[CH2:26]Br.C([O-])([O-])=O.[K+].[K+]. The catalyst is C1(C)C=CC=CC=1. The product is [F:25][C:21]1[CH:20]=[C:19]2[C:18](=[C:23]([I:24])[CH:22]=1)[C:17](=[O:16])[N:12]([CH:10]([C:7]1[CH:6]=[CH:5][C:4]([O:3][C:2]([F:13])([F:14])[F:1])=[CH:9][CH:8]=1)[CH3:11])[CH2:26]2. The yield is 0.410. (3) The reactants are Cl.Cl.Cl.[Br:4][C:5]1[CH:6]=[C:7]2[C:11](=[CH:12][CH:13]=1)[C@@H:10]([N:14]1[CH2:19][CH2:18][N:17]([C:20]3([CH3:26])[CH2:25][CH2:24][NH:23][CH2:22][CH2:21]3)[CH2:16][C@@H:15]1[CH3:27])[C@H:9]([O:28][CH2:29][CH3:30])[CH2:8]2.[CH3:31][C:32]1[C:37]([C:38](O)=[O:39])=[C:36]([CH3:41])[N:35]=[CH:34][N:33]=1.Cl.CN(C)CCCN=C=NCC.ON1C2C=CC=CC=2N=N1.C(N(CC)CC)C. The catalyst is C(Cl)Cl.CO.CCOC(C)=O. The product is [Br:4][C:5]1[CH:6]=[C:7]2[C:11](=[CH:12][CH:13]=1)[C@H:10]([N:14]1[CH2:19][CH2:18][N:17]([C:20]3([CH3:26])[CH2:21][CH2:22][N:23]([C:38]([C:37]4[C:32]([CH3:31])=[N:33][CH:34]=[N:35][C:36]=4[CH3:41])=[O:39])[CH2:24][CH2:25]3)[CH2:16][C@@H:15]1[CH3:27])[C@H:9]([O:28][CH2:29][CH3:30])[CH2:8]2. The yield is 0.800. (4) The reactants are [Br:1][C:2]1[S:6][C:5]2=[C:7](C(O)=O)[N:8]=[CH:9][N:4]2[CH:3]=1. The catalyst is ClC1C=CC(Cl)=CC=1Cl.CCCCCC. The product is [Br:1][C:2]1[S:6][C:5]2=[CH:7][N:8]=[CH:9][N:4]2[CH:3]=1. The yield is 0.150. (5) The reactants are [CH3:1][S:2]([C:5]1[CH:10]=[CH:9][C:8]([C:11]2[N:16]=[C:15]([C:17]([F:20])([F:19])[F:18])[N:14]=[C:13]([N:21]3[CH2:26][CH2:25][NH:24][CH2:23][CH2:22]3)[C:12]=2[C:27]2[CH:32]=[CH:31][CH:30]=[CH:29][CH:28]=2)=[CH:7][CH:6]=1)(=[O:4])=[O:3].[S:33]1[CH:37]=[CH:36][N:35]=[C:34]1[CH:38]=O.C(O[BH-](OC(=O)C)OC(=O)C)(=O)C.[Na+].C(O)(=O)C. The catalyst is ClC(Cl)C.C(OCC)(=O)C.O. The product is [CH3:1][S:2]([C:5]1[CH:6]=[CH:7][C:8]([C:11]2[N:16]=[C:15]([C:17]([F:20])([F:19])[F:18])[N:14]=[C:13]([N:21]3[CH2:22][CH2:23][N:24]([CH2:38][C:34]4[S:33][CH:37]=[CH:36][N:35]=4)[CH2:25][CH2:26]3)[C:12]=2[C:27]2[CH:32]=[CH:31][CH:30]=[CH:29][CH:28]=2)=[CH:9][CH:10]=1)(=[O:4])=[O:3]. The yield is 0.456.